Task: Predict the reaction yield, written as a fraction of the theoretical maximum amount of product (1.0 means a 100% yield; for example, 0.34 means a 34% yield).. Dataset: Reaction yield outcomes from USPTO patents with 853,638 reactions The reactants are Br[C:2]1[C:3](=[O:18])[C:4]([CH3:17])([CH3:16])[O:5][C:6]=1[C:7]1[CH:12]=[CH:11][C:10]([O:13][CH3:14])=[C:9]([Cl:15])[CH:8]=1.CC1(C)C(C)(C)OB([C:27]2[CH:44]=[CH:43][C:30]([O:31][CH2:32][C:33]3[CH:42]=[CH:41][C:40]4[C:35](=[CH:36][CH:37]=[CH:38][CH:39]=4)[N:34]=3)=[CH:29][CH:28]=2)O1.C([O-])([O-])=O.[Cs+].[Cs+]. The catalyst is C1(C)C=CC=CC=1.O.C1C=CC(P(C2C=CC=CC=2)[C-]2C=CC=C2)=CC=1.C1C=CC(P(C2C=CC=CC=2)[C-]2C=CC=C2)=CC=1.Cl[Pd]Cl.[Fe+2]. The product is [Cl:15][C:9]1[CH:8]=[C:7]([C:6]2[O:5][C:4]([CH3:17])([CH3:16])[C:3](=[O:18])[C:2]=2[C:27]2[CH:28]=[CH:29][C:30]([O:31][CH2:32][C:33]3[CH:42]=[CH:41][C:40]4[C:35](=[CH:36][CH:37]=[CH:38][CH:39]=4)[N:34]=3)=[CH:43][CH:44]=2)[CH:12]=[CH:11][C:10]=1[O:13][CH3:14]. The yield is 0.230.